Dataset: Forward reaction prediction with 1.9M reactions from USPTO patents (1976-2016). Task: Predict the product of the given reaction. (1) Given the reactants [CH:1]1[CH:6]=[CH:5][C:4]([CH2:7][CH:8]=O)=[CH:3][CH:2]=1.C(O[BH-](OC(=O)C)OC(=O)C)(=O)C.[Na+].Cl.[CH3:25][O:26][C:27](=[O:37])[CH2:28][CH2:29][CH2:30][CH:31]1[CH2:36][CH2:35][NH:34][CH2:33][CH2:32]1.CCOC(C)=O, predict the reaction product. The product is: [CH3:25][O:26][C:27](=[O:37])[CH2:28][CH2:29][CH2:30][CH:31]1[CH2:36][CH2:35][N:34]([CH2:8][CH2:7][C:4]2[CH:3]=[CH:2][CH:1]=[CH:6][CH:5]=2)[CH2:33][CH2:32]1. (2) Given the reactants C[C:2]1(C)[N:6]([C:7]([O:9][C:10]([CH3:13])([CH3:12])[CH3:11])=[O:8])[C@H:5]([CH2:14][CH2:15][C:16]2[CH:21]=[CH:20][C:19]([CH2:22][CH2:23][CH2:24][CH2:25][CH2:26][CH2:27][CH2:28][CH3:29])=[CH:18][CH:17]=2)[CH2:4][O:3]1.CC(C)=[O:33].OS(O)(=O)=O.O=[Cr](=O)=O.[Si](C=[N+]=[N-])(C)(C)C, predict the reaction product. The product is: [C:10]([O:9][C:7]([NH:6][C@H:5]([CH2:14][CH2:15][C:16]1[CH:21]=[CH:20][C:19]([CH2:22][CH2:23][CH2:24][CH2:25][CH2:26][CH2:27][CH2:28][CH3:29])=[CH:18][CH:17]=1)[C:4]([O:3][CH3:2])=[O:33])=[O:8])([CH3:11])([CH3:12])[CH3:13]. (3) Given the reactants [OH:1][C@H:2]1[CH2:6][CH2:5][NH:4][C@@H:3]1[C:7]([OH:9])=[O:8].[OH-].[Na+].[C:12](O[C:12]([O:14][C:15]([CH3:18])([CH3:17])[CH3:16])=[O:13])([O:14][C:15]([CH3:18])([CH3:17])[CH3:16])=[O:13], predict the reaction product. The product is: [C:15]([O:14][C:12]([N:4]1[CH2:5][CH2:6][C@H:2]([OH:1])[C@H:3]1[C:7]([OH:9])=[O:8])=[O:13])([CH3:18])([CH3:17])[CH3:16]. (4) Given the reactants [N:1]1[CH:6]=[CH:5][CH:4]=[CH:3][C:2]=1[N:7]1[C:11]([C:12]([F:15])([F:14])[F:13])=[C:10]([C:16]([OH:18])=O)[CH:9]=[N:8]1.C(Cl)CCl.C1C=CC2N(O)N=NC=2C=1.CCN(C(C)C)C(C)C.O[NH:43][C:44](=[NH:53])[C:45]1[CH:50]=[CH:49][C:48]([CH2:51][OH:52])=[CH:47][CH:46]=1.Cl, predict the reaction product. The product is: [N:1]1[CH:6]=[CH:5][CH:4]=[CH:3][C:2]=1[N:7]1[C:11]([C:12]([F:13])([F:14])[F:15])=[C:10]([C:16]2[O:18][N:53]=[C:44]([C:45]3[CH:50]=[CH:49][C:48]([CH2:51][OH:52])=[CH:47][CH:46]=3)[N:43]=2)[CH:9]=[N:8]1. (5) Given the reactants [N+:1]([C:4]1[C:9]([CH2:10][OH:11])=[CH:8][CH:7]=[CH:6][C:5]=1[CH2:12][OH:13])([O-:3])=[O:2].CN(C=O)C.N1C=CN=C1.[Si:24](Cl)([C:27]([CH3:30])([CH3:29])[CH3:28])([CH3:26])[CH3:25], predict the reaction product. The product is: [Si:24]([O:13][CH2:12][C:5]1[C:4]([N+:1]([O-:3])=[O:2])=[C:9]([CH2:10][OH:11])[CH:8]=[CH:7][CH:6]=1)([C:27]([CH3:30])([CH3:29])[CH3:28])([CH3:26])[CH3:25]. (6) Given the reactants [Br:1][CH2:2][C:3](Br)=[O:4].[CH2:6]([NH2:24])[CH2:7][CH2:8][CH2:9][CH2:10][CH2:11][CH2:12][CH2:13][CH2:14][CH2:15][CH2:16][CH2:17][CH2:18][CH2:19][CH2:20][CH2:21][CH2:22][CH3:23].C([O-])([O-])=O.[K+].[K+], predict the reaction product. The product is: [Br:1][CH2:2][C:3]([NH:24][CH2:6][CH2:7][CH2:8][CH2:9][CH2:10][CH2:11][CH2:12][CH2:13][CH2:14][CH2:15][CH2:16][CH2:17][CH2:18][CH2:19][CH2:20][CH2:21][CH2:22][CH3:23])=[O:4].